The task is: Predict which catalyst facilitates the given reaction.. This data is from Catalyst prediction with 721,799 reactions and 888 catalyst types from USPTO. Reactant: F[C:2]1[C:7]([F:8])=[CH:6][CH:5]=[C:4]([F:9])[N:3]=1.O.[NH2:11][NH2:12]. Product: [F:8][C:7]1[C:2]([NH:11][NH2:12])=[N:3][C:4]([F:9])=[CH:5][CH:6]=1. The catalyst class is: 40.